This data is from Retrosynthesis with 50K atom-mapped reactions and 10 reaction types from USPTO. The task is: Predict the reactants needed to synthesize the given product. Given the product CCN1CCC(COc2n[nH]c3nccc(Oc4ccc(Nc5ncccc5C(=O)Nc5ccc(F)cc5)cc4F)c23)CC1, predict the reactants needed to synthesize it. The reactants are: CCN1CCC(COc2nn(Cc3ccc(OC)cc3)c3nccc(Oc4ccc(Nc5ncccc5C(=O)Nc5ccc(F)cc5)cc4F)c23)CC1.